Dataset: Peptide-MHC class I binding affinity with 185,985 pairs from IEDB/IMGT. Task: Regression. Given a peptide amino acid sequence and an MHC pseudo amino acid sequence, predict their binding affinity value. This is MHC class I binding data. (1) The binding affinity (normalized) is 0.0588. The peptide sequence is AIIRILQQL. The MHC is HLA-B57:01 with pseudo-sequence HLA-B57:01. (2) The peptide sequence is ATLLSQVEV. The MHC is HLA-A01:01 with pseudo-sequence HLA-A01:01. The binding affinity (normalized) is 0.0847. (3) The peptide sequence is YLIVFVLTI. The MHC is HLA-A68:02 with pseudo-sequence HLA-A68:02. The binding affinity (normalized) is 0.0206. (4) The peptide sequence is FRYNGLIHR. The MHC is HLA-B18:01 with pseudo-sequence HLA-B18:01. The binding affinity (normalized) is 0.131. (5) The peptide sequence is KLQAAVMET. The MHC is HLA-A02:01 with pseudo-sequence HLA-A02:01. The binding affinity (normalized) is 0.455. (6) The peptide sequence is SYEDQDALF. The MHC is HLA-A26:01 with pseudo-sequence HLA-A26:01. The binding affinity (normalized) is 0.108. (7) The peptide sequence is SQPCQRYDTNL. The MHC is Mamu-A01 with pseudo-sequence Mamu-A01. The binding affinity (normalized) is 0. (8) The binding affinity (normalized) is 0. The MHC is HLA-B51:01 with pseudo-sequence HLA-B51:01. The peptide sequence is AGRNMRRKL.